From a dataset of NCI-60 drug combinations with 297,098 pairs across 59 cell lines. Regression. Given two drug SMILES strings and cell line genomic features, predict the synergy score measuring deviation from expected non-interaction effect. Synergy scores: CSS=18.0, Synergy_ZIP=-5.81, Synergy_Bliss=1.18, Synergy_Loewe=-1.69, Synergy_HSA=-1.29. Drug 2: CC1=C(C=C(C=C1)C(=O)NC2=CC(=CC(=C2)C(F)(F)F)N3C=C(N=C3)C)NC4=NC=CC(=N4)C5=CN=CC=C5. Drug 1: C1=CC(=CC=C1CCCC(=O)O)N(CCCl)CCCl. Cell line: NCI-H522.